From a dataset of NCI-60 drug combinations with 297,098 pairs across 59 cell lines. Regression. Given two drug SMILES strings and cell line genomic features, predict the synergy score measuring deviation from expected non-interaction effect. Drug 1: CN(C)N=NC1=C(NC=N1)C(=O)N. Drug 2: CN1C2=C(C=C(C=C2)N(CCCl)CCCl)N=C1CCCC(=O)O.Cl. Cell line: SW-620. Synergy scores: CSS=-2.93, Synergy_ZIP=1.98, Synergy_Bliss=1.77, Synergy_Loewe=-8.94, Synergy_HSA=-4.36.